From a dataset of Forward reaction prediction with 1.9M reactions from USPTO patents (1976-2016). Predict the product of the given reaction. (1) The product is: [C:1]([C:5]1[CH:6]=[C:7]([N:15]2[CH:16]=[C:17]([C:23]([O:25][CH2:26][CH3:27])=[O:24])[C:18]([CH3:22])=[C:19]2[C:20]([OH:30])=[O:21])[CH:8]=[C:9]([C:11]2([CH3:14])[CH2:13][CH2:12]2)[CH:10]=1)([CH3:2])([CH3:3])[CH3:4]. Given the reactants [C:1]([C:5]1[CH:6]=[C:7]([N:15]2[C:19]([CH:20]=[O:21])=[C:18]([CH3:22])[C:17]([C:23]([O:25][CH2:26][CH3:27])=[O:24])=[CH:16]2)[CH:8]=[C:9]([C:11]2([CH3:14])[CH2:13][CH2:12]2)[CH:10]=1)([CH3:4])([CH3:3])[CH3:2].S(=O)(=O)([OH:30])N.[O-]Cl=O.[Na+].OP([O-])(O)=O.[K+], predict the reaction product. (2) Given the reactants Cl.Cl[CH2:3][CH:4]([N:6]1[CH2:11][CH2:10][CH:9]([CH2:12][C:13]([NH:15][C:16]2[CH:21]=[CH:20][C:19]([S:22]([CH3:25])(=[O:24])=[O:23])=[CH:18][CH:17]=2)=[O:14])[CH2:8][CH2:7]1)[CH3:5].[I-].[Na+].[C:28]1([NH:34][C:35]2[CH:40]=[CH:39][CH:38]=[CH:37][CH:36]=2)[CH:33]=[CH:32][CH:31]=[CH:30][CH:29]=1.CCN(C(C)C)C(C)C, predict the reaction product. The product is: [C:35]1([N:34]([C:28]2[CH:29]=[CH:30][CH:31]=[CH:32][CH:33]=2)[CH2:3][CH:4]([N:6]2[CH2:11][CH2:10][CH:9]([CH2:12][C:13]([NH:15][C:16]3[CH:21]=[CH:20][C:19]([S:22]([CH3:25])(=[O:24])=[O:23])=[CH:18][CH:17]=3)=[O:14])[CH2:8][CH2:7]2)[CH3:5])[CH:36]=[CH:37][CH:38]=[CH:39][CH:40]=1. (3) Given the reactants [NH2:1][C:2]1[S:3][C:4]2[CH:10]=[C:9]([CH3:11])[C:8]([OH:12])=[CH:7][C:5]=2[N:6]=1.[CH2:13]([N:15]=[C:16]=[O:17])[CH3:14], predict the reaction product. The product is: [CH2:13]([NH:15][C:16]([NH:1][C:2]1[S:3][C:4]2[CH:10]=[C:9]([CH3:11])[C:8]([OH:12])=[CH:7][C:5]=2[N:6]=1)=[O:17])[CH3:14]. (4) The product is: [CH:39]([C@H:28]1[CH2:27][N:26]([C:24]([C:21]2[N:22]=[N:23][C:18]([C:16]3[O:17][CH:7]=[C:8]([C:9]4[CH:14]=[CH:13][CH:12]=[CH:11][CH:10]=4)[N:15]=3)=[C:19]([CH:42]([CH3:44])[CH3:43])[CH:20]=2)=[O:25])[CH2:31][CH2:30][N:29]1[C:32]([O:34][C:35]([CH3:36])([CH3:38])[CH3:37])=[O:33])([CH3:41])[CH3:40]. Given the reactants O1C=CN=C1.O[CH2:7][C@H:8]([NH:15][C:16]([C:18]1[N:23]=[N:22][C:21]([C:24]([N:26]2[CH2:31][CH2:30][N:29]([C:32]([O:34][C:35]([CH3:38])([CH3:37])[CH3:36])=[O:33])[C@@H:28]([CH:39]([CH3:41])[CH3:40])[CH2:27]2)=[O:25])=[CH:20][C:19]=1[CH:42]([CH3:44])[CH3:43])=[O:17])[C:9]1[CH:14]=[CH:13][CH:12]=[CH:11][CH:10]=1, predict the reaction product. (5) The product is: [CH3:1][C:2]1[C:6]([CH3:7])=[C:5]([NH:8][C:9]([N:27]2[CH2:28][CH2:29][N:24]([C:22]3[S:23][C:19]([CH2:17][CH3:18])=[C:20]([C:30]4[CH:35]=[CH:34][CH:33]=[CH:32][CH:31]=4)[N:21]=3)[CH2:25][CH2:26]2)=[O:16])[O:4][N:3]=1. Given the reactants [CH3:1][C:2]1[C:6]([CH3:7])=[C:5]([NH:8][C:9](=[O:16])OCC(Cl)(Cl)Cl)[O:4][N:3]=1.[CH2:17]([C:19]1[S:23][C:22]([N:24]2[CH2:29][CH2:28][NH:27][CH2:26][CH2:25]2)=[N:21][C:20]=1[C:30]1[CH:35]=[CH:34][CH:33]=[CH:32][CH:31]=1)[CH3:18].C(N(C(C)C)CC)(C)C.O, predict the reaction product. (6) Given the reactants Br[C:2]1[CH:7]=[CH:6][C:5]([C@@H:8]([N:10]2[CH2:15][CH2:14][C@:13]([CH2:22][CH2:23][C:24]([NH2:26])=[O:25])([C:16]3[CH:21]=[CH:20][CH:19]=[CH:18][CH:17]=3)[O:12][C:11]2=[O:27])[CH3:9])=[CH:4][CH:3]=1.[N:28]1[CH:33]=[CH:32][CH:31]=[CH:30][C:29]=1B(O)O, predict the reaction product. The product is: [O:27]=[C:11]1[N:10]([C@H:8]([C:5]2[CH:6]=[CH:7][C:2]([C:29]3[CH:30]=[CH:31][CH:32]=[CH:33][N:28]=3)=[CH:3][CH:4]=2)[CH3:9])[CH2:15][CH2:14][C@:13]([CH2:22][CH2:23][C:24]([NH2:26])=[O:25])([C:16]2[CH:21]=[CH:20][CH:19]=[CH:18][CH:17]=2)[O:12]1.